Dataset: Reaction yield outcomes from USPTO patents with 853,638 reactions. Task: Predict the reaction yield, written as a fraction of the theoretical maximum amount of product (1.0 means a 100% yield; for example, 0.34 means a 34% yield). (1) The reactants are [Cl:1][C:2]1[CH:10]=[CH:9][C:5]([C:6]([NH2:8])=[O:7])=[C:4]([O:11][CH3:12])[CH:3]=1.Cl[C:14]([S:16]Cl)=[O:15]. The catalyst is O1CCCC1. The product is [Cl:1][C:2]1[CH:10]=[CH:9][C:5]([C:6]2[O:7][C:14](=[O:15])[S:16][N:8]=2)=[C:4]([O:11][CH3:12])[CH:3]=1. The yield is 0.710. (2) The reactants are [F:1][C:2]([F:20])([F:19])[C:3]([C:9]1[CH:10]=[C:11]2[C:15](=[CH:16][CH:17]=1)[NH:14][CH:13]([CH3:18])[CH2:12]2)([OH:8])[C:4]([F:7])([F:6])[F:5].C1CCN2C(=NCCC2)CC1.[Si:32](Cl)([CH2:37][CH3:38])([CH2:35][CH3:36])[CH2:33][CH3:34]. The catalyst is CN(C=O)C. The product is [CH3:18][CH:13]1[CH2:12][C:11]2[C:15](=[CH:16][CH:17]=[C:9]([C:3]([O:8][Si:32]([CH2:37][CH3:38])([CH2:35][CH3:36])[CH2:33][CH3:34])([C:2]([F:1])([F:19])[F:20])[C:4]([F:7])([F:6])[F:5])[CH:10]=2)[NH:14]1. The yield is 0.990. (3) The reactants are CCCCCC.[F:7][C:8]1[CH:9]=[N:10][CH:11]=[CH:12][CH:13]=1.[CH3:14][O:15][C:16]([C@H:18]1[CH2:23][CH2:22][C@H:21]([C:24](Cl)=[O:25])[CH2:20][CH2:19]1)=[O:17]. The catalyst is C(OCC)C.[Cl-].[Zn+2].[Cl-].C1C=CC([P]([Pd]([P](C2C=CC=CC=2)(C2C=CC=CC=2)C2C=CC=CC=2)([P](C2C=CC=CC=2)(C2C=CC=CC=2)C2C=CC=CC=2)[P](C2C=CC=CC=2)(C2C=CC=CC=2)C2C=CC=CC=2)(C2C=CC=CC=2)C2C=CC=CC=2)=CC=1. The product is [CH3:14][O:15][C:16]([C@H:18]1[CH2:23][CH2:22][C@H:21]([C:24]([C:9]2[C:8]([F:7])=[CH:13][CH:12]=[CH:11][N:10]=2)=[O:25])[CH2:20][CH2:19]1)=[O:17].[CH3:14][O:15][C:16]([C@H:18]1[CH2:23][CH2:22][C@H:21]([C:24]([C:13]2[CH:12]=[CH:11][N:10]=[CH:9][C:8]=2[F:7])=[O:25])[CH2:20][CH2:19]1)=[O:17]. The yield is 0.0790. (4) The reactants are C([O:3][C:4]([C:6]1[CH:7]=[C:8]2[C:12](=[CH:13][C:14]=1[NH:15][C:16]([C:18]1[C:27](=[O:28])[C:26]3[C:21](=[CH:22][CH:23]=[CH:24][CH:25]=3)[NH:20][CH:19]=1)=[O:17])[NH:11][CH:10]=[CH:9]2)=[O:5])C.[OH-].[Na+]. The catalyst is C1COCC1. The product is [O:28]=[C:27]1[C:26]2[C:21](=[CH:22][CH:23]=[CH:24][CH:25]=2)[NH:20][CH:19]=[C:18]1[C:16]([NH:15][C:14]1[CH:13]=[C:12]2[C:8]([CH:9]=[CH:10][NH:11]2)=[CH:7][C:6]=1[C:4]([OH:5])=[O:3])=[O:17]. The yield is 0.930. (5) The reactants are C([O:8][C:9]1[CH:10]=[C:11]([CH:18]=[CH:19][CH:20]=1)[C:12]([N:14]([O:16][CH3:17])[CH3:15])=[O:13])C1C=CC=CC=1. The yield is 0.980. The product is [OH:8][C:9]1[CH:10]=[C:11]([CH:18]=[CH:19][CH:20]=1)[C:12]([N:14]([O:16][CH3:17])[CH3:15])=[O:13]. The catalyst is O1CCCC1. (6) The reactants are [CH2:1]([N:3]1[CH:7]=[C:6]([C:8]2[CH:13]=[CH:12][N:11]=[C:10]3[NH:14][C:15]([C:17]4[CH:22]=[CH:21][C:20]([CH2:23][N:24]5[CH2:29][CH2:28][O:27][CH2:26][CH2:25]5)=[CH:19][CH:18]=4)=[CH:16][C:9]=23)[C:5]([C:30]2[CH:35]=[CH:34][C:33]([NH2:36])=[CH:32][CH:31]=2)=[N:4]1)[CH3:2].C(N(C(C)C)CC)(C)C.FC1C([CH:53]([C:57]([O-])=[O:58])[N:54]([CH3:56])[CH3:55])=C(F)C(F)=C(F)C=1F. The catalyst is CN(C)C=O. The product is [CH2:1]([N:3]1[CH:7]=[C:6]([C:8]2[CH:13]=[CH:12][N:11]=[C:10]3[NH:14][C:15]([C:17]4[CH:22]=[CH:21][C:20]([CH2:23][N:24]5[CH2:29][CH2:28][O:27][CH2:26][CH2:25]5)=[CH:19][CH:18]=4)=[CH:16][C:9]=23)[C:5]([C:30]2[CH:35]=[CH:34][C:33]([NH:36][C:57](=[O:58])[CH2:53][N:54]([CH3:56])[CH3:55])=[CH:32][CH:31]=2)=[N:4]1)[CH3:2]. The yield is 0.570.